This data is from Catalyst prediction with 721,799 reactions and 888 catalyst types from USPTO. The task is: Predict which catalyst facilitates the given reaction. (1) Reactant: [NH2:1][C:2]1[CH:9]=[CH:8][C:5]([C:6]#[N:7])=[C:4]([Cl:10])[CH:3]=1.[C:11](Cl)(Cl)=[S:12].O. Product: [Cl:10][C:4]1[CH:3]=[C:2]([N:1]=[C:11]=[S:12])[CH:9]=[CH:8][C:5]=1[C:6]#[N:7]. The catalyst class is: 26. (2) Reactant: [N:1]([C:4]1[C:9]([Br:10])=[CH:8][N:7]=[C:6]2[N:11]([CH2:22][O:23][CH2:24][CH2:25][Si:26]([CH3:29])([CH3:28])[CH3:27])[CH:12]=[C:13]([C:14]3[CH:19]=[CH:18][CH:17]=[CH:16][C:15]=3[O:20][CH3:21])[C:5]=12)=[N+]=[N-].C1(P(C2C=CC=CC=2)C2C=CC=CC=2)C=CC=CC=1.O. Product: [Br:10][C:9]1[C:4]([NH2:1])=[C:5]2[C:13]([C:14]3[CH:19]=[CH:18][CH:17]=[CH:16][C:15]=3[O:20][CH3:21])=[CH:12][N:11]([CH2:22][O:23][CH2:24][CH2:25][Si:26]([CH3:29])([CH3:28])[CH3:27])[C:6]2=[N:7][CH:8]=1. The catalyst class is: 7. (3) Reactant: CS([C:4]1[S:5][C:6]2[CH:12]=[C:11]([CH2:13][N:14]3[C:18]4[CH:19]=[CH:20][C:21]([C:23]([F:26])([F:25])[F:24])=[CH:22][C:17]=4[N:16]=[CH:15]3)[CH:10]=[CH:9][C:7]=2[N:8]=1)=O.[NH2:27][C@@H:28]1[CH2:33][CH2:32][CH2:31][CH2:30][C@H:29]1[OH:34].CCN(C(C)C)C(C)C.CN1C(=O)CCC1. Product: [F:26][C:23]([F:25])([F:24])[C:21]1[CH:20]=[CH:19][C:18]2[N:14]([CH2:13][C:11]3[CH:10]=[CH:9][C:7]4[N:8]=[C:4]([NH:27][C@@H:28]5[CH2:33][CH2:32][CH2:31][CH2:30][C@H:29]5[OH:34])[S:5][C:6]=4[CH:12]=3)[CH:15]=[N:16][C:17]=2[CH:22]=1. The catalyst class is: 25. (4) Product: [Br:1][C:2]1[CH:3]=[C:4]2[N:10]([CH2:11][CH:12]3[CH2:13][CH2:14][C:15]([F:18])([F:19])[CH2:16][CH2:17]3)[CH:9]=[C:8]([I:20])[C:5]2=[N:6][CH:7]=1. The catalyst class is: 9. Reactant: [Br:1][C:2]1[CH:3]=[C:4]2[N:10]([CH2:11][CH:12]3[CH2:17][CH2:16][C:15]([F:19])([F:18])[CH2:14][CH2:13]3)[CH:9]=[CH:8][C:5]2=[N:6][CH:7]=1.[I:20]N1C(=O)CCC1=O. (5) Reactant: [C:1]1([C@H:7]([CH3:11])[C:8]([OH:10])=[O:9])[CH:6]=[CH:5][CH:4]=[CH:3][CH:2]=1.C(=O)(O)[O-].[Na+].[CH2:17](O)[CH3:18]. Product: [C:1]1([C@H:7]([CH3:11])[C:8]([O:10][CH2:17][CH3:18])=[O:9])[CH:6]=[CH:5][CH:4]=[CH:3][CH:2]=1. The catalyst class is: 65.